This data is from Full USPTO retrosynthesis dataset with 1.9M reactions from patents (1976-2016). The task is: Predict the reactants needed to synthesize the given product. (1) Given the product [F:35][C:32]([F:33])([F:34])[C:24]1[CH:23]=[C:22]([CH:27]=[C:26]([C:28]([F:29])([F:30])[F:31])[CH:25]=1)[CH2:21][N:19]1[CH2:20][CH:16]([CH2:15][CH2:14][O:13][C:10]2[CH:11]=[CH:12][C:7]([CH2:6][C:5]([CH3:45])([O:38][C:39]3[CH:44]=[CH:43][CH:42]=[CH:41][CH:40]=3)[C:4]([OH:46])=[O:3])=[CH:8][CH:9]=2)[N:17]([CH3:37])[C:18]1=[O:36], predict the reactants needed to synthesize it. The reactants are: C([O:3][C:4](=[O:46])[C:5]([CH3:45])([O:38][C:39]1[CH:44]=[CH:43][CH:42]=[CH:41][CH:40]=1)[CH2:6][C:7]1[CH:12]=[CH:11][C:10]([O:13][CH2:14][CH2:15][CH:16]2[CH2:20][N:19]([CH2:21][C:22]3[CH:27]=[C:26]([C:28]([F:31])([F:30])[F:29])[CH:25]=[C:24]([C:32]([F:35])([F:34])[F:33])[CH:23]=3)[C:18](=[O:36])[N:17]2[CH3:37])=[CH:9][CH:8]=1)C.[OH-].[Na+].Cl. (2) Given the product [C:14]([NH:13][C:11]([C:10]1[C:4]2[C:5](=[N:6][CH:7]=[C:2]([N:33]3[C:34]4[C:30](=[CH:29][CH:28]=[C:27]([CH3:26])[CH:35]=4)[CH:31]=[N:32]3)[N:3]=2)[N:8]([CH2:18][O:19][CH2:20][CH2:21][Si:22]([CH3:25])([CH3:24])[CH3:23])[CH:9]=1)=[O:12])([CH3:17])([CH3:16])[CH3:15], predict the reactants needed to synthesize it. The reactants are: Br[C:2]1[N:3]=[C:4]2[C:10]([C:11]([NH:13][C:14]([CH3:17])([CH3:16])[CH3:15])=[O:12])=[CH:9][N:8]([CH2:18][O:19][CH2:20][CH2:21][Si:22]([CH3:25])([CH3:24])[CH3:23])[C:5]2=[N:6][CH:7]=1.[CH3:26][C:27]1[CH:35]=[C:34]2[C:30]([CH:31]=[N:32][NH:33]2)=[CH:29][CH:28]=1.CC(C)([O-])C.[Na+]. (3) Given the product [CH3:14][O:15][C:16]1[CH:21]=[CH:20][C:19]([O:22][C:2]2[CH:7]=[CH:6][C:5]([C:8]3[CH:13]=[CH:12][CH:11]=[CH:10][CH:9]=3)=[CH:4][CH:3]=2)=[CH:18][CH:17]=1, predict the reactants needed to synthesize it. The reactants are: Br[C:2]1[CH:7]=[CH:6][C:5]([C:8]2[CH:13]=[CH:12][CH:11]=[CH:10][CH:9]=2)=[CH:4][CH:3]=1.[CH3:14][O:15][C:16]1[CH:21]=[CH:20][C:19]([OH:22])=[CH:18][CH:17]=1.C([O-])([O-])=O.[Cs+].[Cs+].CN(C)CC(O)=O.Cl. (4) Given the product [C:38]([CH2:37][C:34]1[CH:35]=[CH:36][C:31]([CH2:29][CH2:2][CH2:1][NH:3][C:4]2[CH:9]=[C:8]([O:10][CH3:11])[CH:7]=[CH:6][C:5]=2[C@H:12]2[CH2:21][CH2:20][C:19]3[CH:18]=[C:17]([O:22][C:23](=[O:28])[C:24]([CH3:27])([CH3:26])[CH3:25])[CH:16]=[CH:15][C:14]=3[CH2:13]2)=[CH:32][CH:33]=1)([OH:40])=[O:39], predict the reactants needed to synthesize it. The reactants are: [CH2:1]([NH:3][C:4]1[CH:9]=[C:8]([O:10][CH3:11])[CH:7]=[CH:6][C:5]=1[C@H:12]1[CH2:21][CH2:20][C:19]2[CH:18]=[C:17]([O:22][C:23](=[O:28])[C:24]([CH3:27])([CH3:26])[CH3:25])[CH:16]=[CH:15][C:14]=2[CH2:13]1)[CH3:2].[CH:29]([C:31]1[CH:36]=[CH:35][C:34]([CH2:37][C:38]([OH:40])=[O:39])=[CH:33][CH:32]=1)=O. (5) Given the product [CH3:20][O:19][C:12]1[CH:13]=[CH:14][CH:15]=[C:16]([O:17][CH3:18])[C:11]=1[CH:2]1[N:1]([CH2:32][C:31]2[CH:34]=[CH:35][C:28]([O:21][C:22]3[CH:23]=[CH:24][CH:25]=[CH:26][CH:27]=3)=[CH:29][CH:30]=2)[C:7](=[O:9])[CH2:6][CH2:5][CH2:4][CH2:3]1, predict the reactants needed to synthesize it. The reactants are: [NH2:1][CH:2]([C:11]1[C:16]([O:17][CH3:18])=[CH:15][CH:14]=[CH:13][C:12]=1[O:19][CH3:20])[CH2:3][CH2:4][CH2:5][CH2:6][C:7]([O:9]C)=O.[O:21]([C:28]1[CH:35]=[CH:34][C:31]([CH:32]=O)=[CH:30][CH:29]=1)[C:22]1[CH:27]=[CH:26][CH:25]=[CH:24][CH:23]=1. (6) The reactants are: C([O:4][CH2:5][CH2:6][CH2:7][CH2:8]Br)(=O)C.[CH2:10]([NH:17][C:18](=[O:40])[N:19]([C:21]1[CH:22]=[C:23]([C:27]2[CH:32]=[CH:31][C:30]([CH2:33][CH2:34][C:35]([O:37][CH3:38])=[O:36])=[CH:29][C:28]=2[OH:39])[CH:24]=[CH:25][CH:26]=1)[CH3:20])[CH2:11][CH2:12][CH2:13][CH2:14][CH2:15][CH3:16].C(=O)([O-])[O-].[K+].[K+]. Given the product [CH2:10]([NH:17][C:18](=[O:40])[N:19]([C:21]1[CH:22]=[C:23]([C:27]2[CH:32]=[CH:31][C:30]([CH2:33][CH2:34][C:35]([O:37][CH3:38])=[O:36])=[CH:29][C:28]=2[O:39][CH2:8][CH2:7][CH2:6][CH2:5][OH:4])[CH:24]=[CH:25][CH:26]=1)[CH3:20])[CH2:11][CH2:12][CH2:13][CH2:14][CH2:15][CH3:16], predict the reactants needed to synthesize it. (7) Given the product [Br:1][C:2]1[CH:3]=[C:4]([C:13](=[O:15])/[CH:14]=[C:24](\[C:19]2[CH:20]=[C:21]([Cl:23])[CH:22]=[C:17]([Cl:16])[CH:18]=2)/[C:25]([F:28])([F:27])[F:26])[CH:5]=[CH:6][C:7]=1[S:8][C:9]([CH3:11])([CH3:10])[CH3:12], predict the reactants needed to synthesize it. The reactants are: [Br:1][C:2]1[CH:3]=[C:4]([C:13](=[O:15])[CH3:14])[CH:5]=[CH:6][C:7]=1[S:8][C:9]([CH3:12])([CH3:11])[CH3:10].[Cl:16][C:17]1[CH:18]=[C:19]([C:24](=O)[C:25]([F:28])([F:27])[F:26])[CH:20]=[C:21]([Cl:23])[CH:22]=1.C(=O)([O-])[O-].[K+].[K+].C(N(CC)CC)C. (8) Given the product [CH3:6]/[C:7](=[CH:17]\[C:18]1[CH:23]=[CH:22][C:21]([NH2:24])=[CH:20][CH:19]=1)/[CH:8]=[CH:9]/[C:10]([O:12][C:13]([CH3:14])([CH3:15])[CH3:16])=[O:11], predict the reactants needed to synthesize it. The reactants are: O.O.[Sn](Cl)Cl.[CH3:6]/[C:7](=[CH:17]\[C:18]1[CH:23]=[CH:22][C:21]([N+:24]([O-])=O)=[CH:20][CH:19]=1)/[CH:8]=[CH:9]/[C:10]([O:12][C:13]([CH3:16])([CH3:15])[CH3:14])=[O:11].